From a dataset of Reaction yield outcomes from USPTO patents with 853,638 reactions. Predict the reaction yield, written as a fraction of the theoretical maximum amount of product (1.0 means a 100% yield; for example, 0.34 means a 34% yield). The reactants are Cl.Cl.[F:3][CH2:4][CH2:5][O:6][C:7]1[CH:8]=[C:9]([N:14]2[CH2:19][CH2:18][NH:17][C@@H:16]([CH3:20])[CH2:15]2)[CH:10]=[CH:11][C:12]=1[Cl:13].[NH:21]1[CH:25]=[CH:24][N:23]=[C:22]1[C:26]1[C:34]2[C:29](=[N:30][CH:31]=[CH:32][CH:33]=2)[N:28]([CH2:35][C:36](O)=[O:37])[N:27]=1.CN(C(ON1N=NC2C=CC=CC1=2)=[N+](C)C)C.F[P-](F)(F)(F)(F)F.CCN(C(C)C)C(C)C. The catalyst is CCOC(C)=O.CN(C=O)C. The product is [NH:21]1[CH:25]=[CH:24][N:23]=[C:22]1[C:26]1[C:34]2[C:29](=[N:30][CH:31]=[CH:32][CH:33]=2)[N:28]([CH2:35][C:36]([N:17]2[CH2:18][CH2:19][N:14]([C:9]3[CH:10]=[CH:11][C:12]([Cl:13])=[C:7]([O:6][CH2:5][CH2:4][F:3])[CH:8]=3)[CH2:15][C@@H:16]2[CH3:20])=[O:37])[N:27]=1. The yield is 0.130.